From a dataset of NCI-60 drug combinations with 297,098 pairs across 59 cell lines. Regression. Given two drug SMILES strings and cell line genomic features, predict the synergy score measuring deviation from expected non-interaction effect. (1) Drug 1: CNC(=O)C1=NC=CC(=C1)OC2=CC=C(C=C2)NC(=O)NC3=CC(=C(C=C3)Cl)C(F)(F)F. Drug 2: CC12CCC3C(C1CCC2OP(=O)(O)O)CCC4=C3C=CC(=C4)OC(=O)N(CCCl)CCCl.[Na+]. Cell line: CAKI-1. Synergy scores: CSS=16.6, Synergy_ZIP=12.3, Synergy_Bliss=9.56, Synergy_Loewe=4.30, Synergy_HSA=3.19. (2) Drug 1: C(CC(=O)O)C(=O)CN.Cl. Synergy scores: CSS=10.1, Synergy_ZIP=0.489, Synergy_Bliss=3.73, Synergy_Loewe=-2.11, Synergy_HSA=3.31. Cell line: MDA-MB-231. Drug 2: CC1=C(C(=O)C2=C(C1=O)N3CC4C(C3(C2COC(=O)N)OC)N4)N. (3) Drug 1: C1=NC2=C(N=C(N=C2N1C3C(C(C(O3)CO)O)F)Cl)N. Drug 2: C#CCC(CC1=CN=C2C(=N1)C(=NC(=N2)N)N)C3=CC=C(C=C3)C(=O)NC(CCC(=O)O)C(=O)O. Cell line: NCIH23. Synergy scores: CSS=34.4, Synergy_ZIP=3.83, Synergy_Bliss=-0.447, Synergy_Loewe=-29.6, Synergy_HSA=-3.99. (4) Drug 1: C1=CC(=CC=C1CCCC(=O)O)N(CCCl)CCCl. Drug 2: CC=C1C(=O)NC(C(=O)OC2CC(=O)NC(C(=O)NC(CSSCCC=C2)C(=O)N1)C(C)C)C(C)C. Cell line: COLO 205. Synergy scores: CSS=76.4, Synergy_ZIP=-3.58, Synergy_Bliss=-6.74, Synergy_Loewe=-7.23, Synergy_HSA=-6.39. (5) Drug 1: CC1C(C(CC(O1)OC2CC(CC3=C2C(=C4C(=C3O)C(=O)C5=C(C4=O)C(=CC=C5)OC)O)(C(=O)C)O)N)O.Cl. Drug 2: CC1=C(C(CCC1)(C)C)C=CC(=CC=CC(=CC(=O)O)C)C. Cell line: SN12C. Synergy scores: CSS=19.4, Synergy_ZIP=-8.66, Synergy_Bliss=-5.89, Synergy_Loewe=-4.63, Synergy_HSA=-4.49. (6) Drug 1: C1=CN(C(=O)N=C1N)C2C(C(C(O2)CO)O)O.Cl. Drug 2: B(C(CC(C)C)NC(=O)C(CC1=CC=CC=C1)NC(=O)C2=NC=CN=C2)(O)O. Cell line: SN12C. Synergy scores: CSS=29.1, Synergy_ZIP=-7.85, Synergy_Bliss=-4.64, Synergy_Loewe=-24.4, Synergy_HSA=-2.18. (7) Drug 1: C1=NC2=C(N=C(N=C2N1C3C(C(C(O3)CO)O)O)F)N. Drug 2: CCC1=C2CN3C(=CC4=C(C3=O)COC(=O)C4(CC)O)C2=NC5=C1C=C(C=C5)O. Cell line: UACC62. Synergy scores: CSS=8.73, Synergy_ZIP=2.28, Synergy_Bliss=-0.341, Synergy_Loewe=-16.1, Synergy_HSA=-4.31.